From a dataset of NCI-60 drug combinations with 297,098 pairs across 59 cell lines. Regression. Given two drug SMILES strings and cell line genomic features, predict the synergy score measuring deviation from expected non-interaction effect. (1) Drug 1: CC1=C2C(C(=O)C3(C(CC4C(C3C(C(C2(C)C)(CC1OC(=O)C(C(C5=CC=CC=C5)NC(=O)OC(C)(C)C)O)O)OC(=O)C6=CC=CC=C6)(CO4)OC(=O)C)OC)C)OC. Drug 2: C1=CC(=CC=C1CCCC(=O)O)N(CCCl)CCCl. Cell line: MCF7. Synergy scores: CSS=43.3, Synergy_ZIP=-6.31, Synergy_Bliss=-8.04, Synergy_Loewe=-8.03, Synergy_HSA=-0.826. (2) Drug 1: C1=NC2=C(N1)C(=S)N=C(N2)N. Drug 2: C#CCC(CC1=CN=C2C(=N1)C(=NC(=N2)N)N)C3=CC=C(C=C3)C(=O)NC(CCC(=O)O)C(=O)O. Cell line: NCI-H522. Synergy scores: CSS=17.1, Synergy_ZIP=-10.7, Synergy_Bliss=-4.48, Synergy_Loewe=-4.57, Synergy_HSA=-4.43. (3) Drug 1: C1=C(C(=O)NC(=O)N1)N(CCCl)CCCl. Drug 2: CCN(CC)CCNC(=O)C1=C(NC(=C1C)C=C2C3=C(C=CC(=C3)F)NC2=O)C. Cell line: A498. Synergy scores: CSS=12.5, Synergy_ZIP=-6.25, Synergy_Bliss=0.748, Synergy_Loewe=-0.482, Synergy_HSA=-0.0939.